From a dataset of Full USPTO retrosynthesis dataset with 1.9M reactions from patents (1976-2016). Predict the reactants needed to synthesize the given product. (1) The reactants are: C(OC=[C:6]1[O:24][CH2:23][C@:9]2([C:25]3[CH:30]=[CH:29][C:28]([F:31])=[CH:27][C:26]=3[F:32])[N:10]=[C:11]([NH:14][C:15](=[O:22])[C:16]3[CH:21]=[CH:20][CH:19]=[CH:18][CH:17]=3)[S:12][CH2:13][C@@H:8]2[CH2:7]1)(=O)C.I([O-])(=O)(=O)=[O:34].[Na+].ClCCCl.O. Given the product [F:32][C:26]1[CH:27]=[C:28]([F:31])[CH:29]=[CH:30][C:25]=1[C@:9]12[CH2:23][O:24][C:6](=[O:34])[CH2:7][C@H:8]1[CH2:13][S:12][C:11]([NH:14][C:15](=[O:22])[C:16]1[CH:17]=[CH:18][CH:19]=[CH:20][CH:21]=1)=[N:10]2, predict the reactants needed to synthesize it. (2) Given the product [C:1]([C:5]1[N:10]=[CH:9][C:8]([C:11]2[N:12]([C:32]([N:34]3[CH2:39][CH2:38][CH:37]([CH2:40][C:41]([N:53]4[CH2:54][CH2:55][CH:50]([O:49][CH2:47][CH3:48])[CH2:51][CH2:52]4)=[O:42])[CH2:36][CH2:35]3)=[O:33])[C@@:13]([C:25]3[CH:30]=[CH:29][C:28]([Cl:31])=[CH:27][CH:26]=3)([CH3:24])[C@@:14]([C:17]3[CH:22]=[CH:21][C:20]([Cl:23])=[CH:19][CH:18]=3)([CH3:16])[N:15]=2)=[C:7]([O:44][CH2:45][CH3:46])[CH:6]=1)([CH3:4])([CH3:2])[CH3:3], predict the reactants needed to synthesize it. The reactants are: [C:1]([C:5]1[N:10]=[CH:9][C:8]([C:11]2[N:12]([C:32]([N:34]3[CH2:39][CH2:38][CH:37]([CH2:40][C:41](O)=[O:42])[CH2:36][CH2:35]3)=[O:33])[C@@:13]([C:25]3[CH:30]=[CH:29][C:28]([Cl:31])=[CH:27][CH:26]=3)([CH3:24])[C@@:14]([C:17]3[CH:22]=[CH:21][C:20]([Cl:23])=[CH:19][CH:18]=3)([CH3:16])[N:15]=2)=[C:7]([O:44][CH2:45][CH3:46])[CH:6]=1)([CH3:4])([CH3:3])[CH3:2].[CH2:47]([O:49][CH:50]1[CH2:55][CH2:54][NH:53][CH2:52][CH2:51]1)[CH3:48].